Dataset: Forward reaction prediction with 1.9M reactions from USPTO patents (1976-2016). Task: Predict the product of the given reaction. (1) Given the reactants [NH2:1][C:2]1[CH:12]=[C:11]([F:13])[C:5]2[N:6]([CH3:10])[C:7](=[O:9])[O:8][C:4]=2[CH:3]=1.[CH3:14][O:15][C:16]([C@@H:18]1[O:20][CH2:19]1)=[O:17].FC(F)(F)S([O-])(=O)=O.[Li+], predict the reaction product. The product is: [F:13][C:11]1[C:5]2[N:6]([CH3:10])[C:7](=[O:9])[O:8][C:4]=2[CH:3]=[C:2]([NH:1][CH2:19][C@@H:18]([OH:20])[C:16]([O:15][CH3:14])=[O:17])[CH:12]=1. (2) The product is: [Cl:1][C:2]1[CH:3]=[C:4]([CH:17]=[C:18]([O:24][CH:25]([CH3:27])[CH3:26])[C:19]=1[O:20][CH:21]([CH3:22])[CH3:23])[C:5]([NH:7][C:8]1[CH:9]=[CH:10][C:11]([C:12]([OH:14])=[O:13])=[C:15]([CH3:28])[CH:16]=1)=[O:6]. Given the reactants [Cl:1][C:2]1[CH:3]=[C:4]([CH:17]=[C:18]([O:24][CH:25]([CH3:27])[CH3:26])[C:19]=1[O:20][CH:21]([CH3:23])[CH3:22])[C:5]([NH:7][C:8]1[CH:16]=[CH:15][C:11]([C:12]([OH:14])=[O:13])=[CH:10][CH:9]=1)=[O:6].[CH:28](Br)(C)C.NC1C=CC(C(OC)=O)=C(C)C=1, predict the reaction product. (3) Given the reactants [C:1]([CH2:3][CH2:4][N:5]1[CH2:10][CH2:9][CH:8]([C:11]2[CH:12]=[C:13]([NH:17][C:18](=[O:20])[CH3:19])[CH:14]=[CH:15][CH:16]=2)[CH2:7][CH2:6]1)#[N:2], predict the reaction product. The product is: [NH2:2][CH2:1][CH2:3][CH2:4][N:5]1[CH2:10][CH2:9][CH:8]([C:11]2[CH:12]=[C:13]([NH:17][C:18](=[O:20])[CH3:19])[CH:14]=[CH:15][CH:16]=2)[CH2:7][CH2:6]1. (4) Given the reactants [CH2:1]([N:8]([CH2:20][C:21]1[CH:26]=[CH:25][CH:24]=[CH:23][CH:22]=1)[C:9]1[CH:17]=[C:16]([F:18])[C:12](C(O)=O)=[C:11]([F:19])[CH:10]=1)[C:2]1[CH:7]=[CH:6][CH:5]=[CH:4][CH:3]=1.[N-]=[N+]=[N-].C([N:32]([CH2:35]C)CC)C.[CH2:37]([OH:39])[CH3:38].[O:40]1CCOCC1, predict the reaction product. The product is: [CH2:20]([N:8]([CH2:1][C:2]1[CH:3]=[CH:4][CH:5]=[CH:6][CH:7]=1)[C:9]1[CH:17]=[C:16]([F:18])[C:12]([NH:32][C:35](=[O:40])[O:39][CH2:37][CH3:38])=[C:11]([F:19])[CH:10]=1)[C:21]1[CH:22]=[CH:23][CH:24]=[CH:25][CH:26]=1. (5) Given the reactants [Na+].[C:2]([C:5]1[N:6]=[C:7]([N:10]2[CH2:13][CH:12]([S:14][C:15]3[C@H:16]([CH3:29])[C@@H:17]4[C@@H:24]([C@H:25]([OH:27])[CH3:26])[C:23](=[O:28])[N:18]4[C:19]=3[C:20]([O-:22])=[O:21])[CH2:11]2)[S:8][CH:9]=1)(=[O:4])[NH2:3].Cl.[C:31]1(O)[CH:36]=[CH:35][CH:34]=[CH:33][CH:32]=1.CN(C1C=CC=CN=1)C.Cl.C(N=C=NCCCN(C)C)C, predict the reaction product. The product is: [C:2]([C:5]1[N:6]=[C:7]([N:10]2[CH2:13][CH:12]([S:14][C:15]3[C@H:16]([CH3:29])[C@@H:17]4[C@@H:24]([C@H:25]([OH:27])[CH3:26])[C:23](=[O:28])[N:18]4[C:19]=3[C:20]([O:22][C:31]3[CH:36]=[CH:35][CH:34]=[CH:33][CH:32]=3)=[O:21])[CH2:11]2)[S:8][CH:9]=1)(=[O:4])[NH2:3]. (6) The product is: [CH2:1]([NH:8][C:9]1[N:17]=[C:16]([O:18][CH2:19][CH2:20][CH2:21][CH3:22])[N:15]=[C:14]2[C:10]=1[N:11]=[C:12]([O:30][CH3:33])[N:13]2[CH:23]1[CH2:28][CH2:27][CH2:26][CH2:25][O:24]1)[C:2]1[CH:7]=[CH:6][CH:5]=[CH:4][CH:3]=1. Given the reactants [CH2:1]([NH:8][C:9]1[N:17]=[C:16]([O:18][CH2:19][CH2:20][CH2:21][CH3:22])[N:15]=[C:14]2[C:10]=1[N:11]=[C:12](Br)[N:13]2[CH:23]1[CH2:28][CH2:27][CH2:26][CH2:25][O:24]1)[C:2]1[CH:7]=[CH:6][CH:5]=[CH:4][CH:3]=1.[OH-:30].[Na+].O.[CH3:33]O, predict the reaction product. (7) Given the reactants [C:1]([NH:8][C@H:9]([C:18]([O:20][C:21]([CH3:24])([CH3:23])[CH3:22])=[O:19])[CH2:10][C:11]1[CH:16]=[CH:15][C:14]([OH:17])=[CH:13][CH:12]=1)([O:3][C:4]([CH3:7])([CH3:6])[CH3:5])=[O:2].N1C=CC=CC=1.[S:31](O[S:31]([C:34]([F:37])([F:36])[F:35])(=[O:33])=[O:32])([C:34]([F:37])([F:36])[F:35])(=[O:33])=[O:32], predict the reaction product. The product is: [C:1]([NH:8][C@H:9]([C:18]([O:20][C:21]([CH3:24])([CH3:23])[CH3:22])=[O:19])[CH2:10][C:11]1[CH:12]=[CH:13][C:14]([O:17][S:31]([C:34]([F:37])([F:36])[F:35])(=[O:33])=[O:32])=[CH:15][CH:16]=1)([O:3][C:4]([CH3:5])([CH3:7])[CH3:6])=[O:2]. (8) Given the reactants C[O:2][C:3](=[O:46])[CH2:4][C@H:5]([OH:45])[CH2:6][C@@H:7]([OH:44])[CH:8]=[CH:9][C:10]1[N:11]([CH:41]([CH3:43])[CH3:42])[C:12]([C:28](=[O:40])[NH:29][C:30]2[CH:35]=[CH:34][C:33]([S:36](=[O:39])(=[O:38])[NH2:37])=[CH:32][CH:31]=2)=[C:13]([C:22]2[CH:27]=[CH:26][CH:25]=[CH:24][CH:23]=2)[C:14]=1[C:15]1[CH:20]=[CH:19][C:18]([F:21])=[CH:17][CH:16]=1.C(O)C.O.[OH-].[Na+:52], predict the reaction product. The product is: [Na+:52].[F:21][C:18]1[CH:17]=[CH:16][C:15]([C:14]2[C:13]([C:22]3[CH:23]=[CH:24][CH:25]=[CH:26][CH:27]=3)=[C:12]([C:28](=[O:40])[NH:29][C:30]3[CH:35]=[CH:34][C:33]([S:36](=[O:38])(=[O:39])[NH2:37])=[CH:32][CH:31]=3)[N:11]([CH:41]([CH3:42])[CH3:43])[C:10]=2[CH:9]=[CH:8][C@@H:7]([OH:44])[CH2:6][C@@H:5]([OH:45])[CH2:4][C:3]([O-:46])=[O:2])=[CH:20][CH:19]=1.